Predict which catalyst facilitates the given reaction. From a dataset of Catalyst prediction with 721,799 reactions and 888 catalyst types from USPTO. (1) Reactant: [F-].C([N+](CCCC)(CCCC)CCCC)CCC.[Si]([O:26][C@@H:27]([CH2:40][CH2:41][C:42]1[CH:47]=[CH:46][CH:45]=[CH:44][CH:43]=1)[C@H:28]([N:30]1[CH:38]=[N:37][C:36]2[C:31]1=[N:32][CH:33]=[N:34][C:35]=2[NH2:39])[CH3:29])(C(C)(C)C)(C)C.ClCCl.CO. Product: [NH2:39][C:35]1[N:34]=[CH:33][N:32]=[C:31]2[C:36]=1[N:37]=[CH:38][N:30]2[C@H:28]([CH3:29])[C@@H:27]([OH:26])[CH2:40][CH2:41][C:42]1[CH:47]=[CH:46][CH:45]=[CH:44][CH:43]=1. The catalyst class is: 7. (2) Reactant: [C:1]([C:3]1[CH:8]=[CH:7][C:6]([CH:9]([CH3:13])[C:10]([OH:12])=O)=[CH:5][C:4]=1[CH3:14])#[N:2].CN(C)CCCN=C=NCC.ON1C2C=CC=CC=2N=N1.[N:36]1([C:41]2[C:46]([CH2:47][NH2:48])=[CH:45][CH:44]=[C:43]([C:49]([F:52])([F:51])[F:50])[N:42]=2)[CH2:40][CH2:39][CH2:38][CH2:37]1.C(N(CC)CC)C. Product: [C:1]([C:3]1[CH:8]=[CH:7][C:6]([CH:9]([CH3:13])[C:10]([NH:48][CH2:47][C:46]2[C:41]([N:36]3[CH2:40][CH2:39][CH2:38][CH2:37]3)=[N:42][C:43]([C:49]([F:52])([F:50])[F:51])=[CH:44][CH:45]=2)=[O:12])=[CH:5][C:4]=1[CH3:14])#[N:2]. The catalyst class is: 115. (3) Reactant: [Cl:1][C:2]1[CH:7]=[CH:6][C:5]([C:8]2[C:14]3[CH:15]=[C:16]([O:19][CH3:20])[CH:17]=[CH:18][C:13]=3[N:12]3[C:21]([CH3:24])=[N:22][N:23]=[C:11]3[C@H:10]([CH2:25][C:26](O)=[O:27])[N:9]=2)=[CH:4][CH:3]=1.CCN=C=NCCCN(C)C.C1C=CC2N(O)N=NC=2C=1.[NH2:50][CH2:51][CH2:52][O:53][CH2:54][CH2:55][O:56][CH2:57][CH2:58][O:59][CH2:60][CH2:61][O:62][CH2:63][CH2:64][O:65][CH2:66][CH2:67][NH:68][C:69](=[O:75])[O:70][C:71]([CH3:74])([CH3:73])[CH3:72]. Product: [Cl:1][C:2]1[CH:3]=[CH:4][C:5]([C:8]2[C:14]3[CH:15]=[C:16]([O:19][CH3:20])[CH:17]=[CH:18][C:13]=3[N:12]3[C:21]([CH3:24])=[N:22][N:23]=[C:11]3[C@H:10]([CH2:25][C:26](=[O:27])[NH:50][CH2:51][CH2:52][O:53][CH2:54][CH2:55][O:56][CH2:57][CH2:58][O:59][CH2:60][CH2:61][O:62][CH2:63][CH2:64][O:65][CH2:66][CH2:67][NH:68][C:69](=[O:75])[O:70][C:71]([CH3:73])([CH3:72])[CH3:74])[N:9]=2)=[CH:6][CH:7]=1. The catalyst class is: 64. (4) Reactant: CN(C)C[CH2:4][OH:5].[Li][CH2:8][CH2:9][CH2:10][CH3:11].[CH3:12][NH:13][CH3:14].[N:15]1[CH:20]=[CH:19][CH:18]=[CH:17][CH:16]=1.C[Si](C)(C)[O:23][C:24]1[CH:31]=[CH:30][C:27]([CH:28]=O)=[CH:26][CH:25]=1.[Na+].[I-].[CH3:36][Si]([Cl:40])(C)C.[CH3:41][C:42]#[N:43]. Product: [CH3:12][N:13]([CH3:14])[C:18]1[CH:19]=[CH:20][N:15]=[C:16]([CH2:28][C:27]2[CH:30]=[CH:31][C:24]([O:23][C:4](=[O:5])[N:43]([CH3:36])[C:42]3[CH:11]=[CH:10][CH:9]=[CH:8][CH:41]=3)=[CH:25][CH:26]=2)[CH:17]=1.[ClH:40]. The catalyst class is: 81. (5) Reactant: [OH:1][C:2]1[CH:21]=[CH:20][C:5]([O:6][C@H:7]2[CH2:12][O:11][C@@H:10]([CH2:13][CH2:14][CH2:15][NH:16][C:17](=[O:19])[CH3:18])[O:9][CH2:8]2)=[CH:4][CH:3]=1.[CH:22]1(Br)[CH2:26][CH2:25][CH2:24][CH2:23]1.C(=O)([O-])[O-].[Cs+].[Cs+]. Product: [CH:22]1([O:1][C:2]2[CH:3]=[CH:4][C:5]([O:6][C@H:7]3[CH2:8][O:9][C@@H:10]([CH2:13][CH2:14][CH2:15][NH:16][C:17](=[O:19])[CH3:18])[O:11][CH2:12]3)=[CH:20][CH:21]=2)[CH2:26][CH2:25][CH2:24][CH2:23]1. The catalyst class is: 3. (6) The catalyst class is: 18. Reactant: [CH3:1][O:2][C:3]([C:5]1[CH:14]=[C:13]([OH:15])[C:12]2[C:7](=[CH:8][C:9]([CH3:16])=[CH:10][CH:11]=2)[N:6]=1)=[O:4].C(=O)([O-])[O-].[Cs+].[Cs+].[CH2:23]([O:30][C:31](=[O:34])[CH2:32]Br)[C:24]1[CH:29]=[CH:28][CH:27]=[CH:26][CH:25]=1. Product: [CH3:1][O:2][C:3]([C:5]1[CH:14]=[C:13]([O:15][CH2:32][C:31]([O:30][CH2:23][C:24]2[CH:29]=[CH:28][CH:27]=[CH:26][CH:25]=2)=[O:34])[C:12]2[C:7](=[CH:8][C:9]([CH3:16])=[CH:10][CH:11]=2)[N:6]=1)=[O:4].